Dataset: Reaction yield outcomes from USPTO patents with 853,638 reactions. Task: Predict the reaction yield, written as a fraction of the theoretical maximum amount of product (1.0 means a 100% yield; for example, 0.34 means a 34% yield). The reactants are [Br:1][C:2]1[CH:3]=[C:4]([SH:9])[CH:5]=[CH:6][C:7]=1[F:8].[OH-].[Na+].I[CH2:13][CH3:14]. The catalyst is CO. The product is [Br:1][C:2]1[CH:3]=[C:4]([S:9][CH2:13][CH3:14])[CH:5]=[CH:6][C:7]=1[F:8]. The yield is 0.980.